This data is from Retrosynthesis with 50K atom-mapped reactions and 10 reaction types from USPTO. The task is: Predict the reactants needed to synthesize the given product. (1) Given the product COC(=O)CCc1ccc(C(O)=C2C(=O)N(C(C)=O)c3cc(F)ccc32)cc1, predict the reactants needed to synthesize it. The reactants are: CC(=O)N1C(=O)Cc2ccc(F)cc21.COC(=O)CCc1ccc(C(=O)O)cc1. (2) The reactants are: CCCCc1ccc(C#Cc2ccc(CNc3ccc(F)c(C(=O)OC)c3)cc2)cc1.CCOC(=O)C1CC1C=O. Given the product CCCCc1ccc(C#Cc2ccc(CN(CC3CC3C(=O)OCC)c3ccc(F)c(C(=O)OC)c3)cc2)cc1, predict the reactants needed to synthesize it. (3) Given the product CC(C)n1cnc2c(Nc3cccc(Cl)c3)nc(F)nc21, predict the reactants needed to synthesize it. The reactants are: CC(C)n1cnc2c(Cl)nc(F)nc21.Nc1cccc(Cl)c1. (4) Given the product COc1ccc(-c2ccc3nc(C)c(-c4ccc(-n5cccn5)cc4)n3n2)cc1OC, predict the reactants needed to synthesize it. The reactants are: COc1ccc(-c2ccc3nc(C)c(-c4ccc(Br)cc4)n3n2)cc1OC.c1cn[nH]c1. (5) Given the product CSCCOc1cccc(C=O)c1, predict the reactants needed to synthesize it. The reactants are: CSCCO.O=Cc1cccc(O)c1. (6) Given the product COC(=O)c1ccc(NC(=O)c2cc(Cl)c(OC3CCCC3)c(Cl)c2)cc1, predict the reactants needed to synthesize it. The reactants are: COC(=O)c1ccc(N)cc1.O=C(O)c1cc(Cl)c(OC2CCCC2)c(Cl)c1.